From a dataset of Forward reaction prediction with 1.9M reactions from USPTO patents (1976-2016). Predict the product of the given reaction. Given the reactants Cl[C:2]1[N:7]=[CH:6][C:5]2[CH:8]=[N:9][N:10]([C:11]3[CH:16]=[CH:15][CH:14]=[C:13]([F:17])[N:12]=3)[C:4]=2[CH:3]=1.[C:18]([C:21]1[CH:22]=[N:23][CH:24]=[C:25](B2OC(C)(C)C(C)(C)O2)[CH:26]=1)([CH3:20])=[CH2:19].O.C([O-])(=O)C.[K+].C(=O)([O-])[O-].[Na+].[Na+], predict the reaction product. The product is: [F:17][C:13]1[N:12]=[C:11]([N:10]2[C:4]3[CH:3]=[C:2]([C:25]4[CH:24]=[N:23][CH:22]=[C:21]([C:18]([CH3:20])=[CH2:19])[CH:26]=4)[N:7]=[CH:6][C:5]=3[CH:8]=[N:9]2)[CH:16]=[CH:15][CH:14]=1.